Regression. Given two drug SMILES strings and cell line genomic features, predict the synergy score measuring deviation from expected non-interaction effect. From a dataset of NCI-60 drug combinations with 297,098 pairs across 59 cell lines. (1) Drug 1: CN(C)N=NC1=C(NC=N1)C(=O)N. Drug 2: CS(=O)(=O)OCCCCOS(=O)(=O)C. Cell line: KM12. Synergy scores: CSS=18.8, Synergy_ZIP=-2.07, Synergy_Bliss=2.28, Synergy_Loewe=8.44, Synergy_HSA=8.74. (2) Drug 1: CS(=O)(=O)C1=CC(=C(C=C1)C(=O)NC2=CC(=C(C=C2)Cl)C3=CC=CC=N3)Cl. Drug 2: C1=NC2=C(N=C(N=C2N1C3C(C(C(O3)CO)O)O)F)N. Cell line: HOP-62. Synergy scores: CSS=17.1, Synergy_ZIP=-6.35, Synergy_Bliss=-7.03, Synergy_Loewe=-13.8, Synergy_HSA=-7.59. (3) Drug 1: C1=C(C(=O)NC(=O)N1)N(CCCl)CCCl. Drug 2: C1CCC(C(C1)N)N.C(=O)(C(=O)[O-])[O-].[Pt+4]. Cell line: HCT-15. Synergy scores: CSS=32.9, Synergy_ZIP=-1.66, Synergy_Bliss=2.25, Synergy_Loewe=1.06, Synergy_HSA=2.14. (4) Drug 1: CC1C(C(=O)NC(C(=O)N2CCCC2C(=O)N(CC(=O)N(C(C(=O)O1)C(C)C)C)C)C(C)C)NC(=O)C3=C4C(=C(C=C3)C)OC5=C(C(=O)C(=C(C5=N4)C(=O)NC6C(OC(=O)C(N(C(=O)CN(C(=O)C7CCCN7C(=O)C(NC6=O)C(C)C)C)C)C(C)C)C)N)C. Drug 2: CC(C)CN1C=NC2=C1C3=CC=CC=C3N=C2N. Cell line: SF-539. Synergy scores: CSS=58.7, Synergy_ZIP=-3.26, Synergy_Bliss=-8.06, Synergy_Loewe=-26.0, Synergy_HSA=-7.65. (5) Drug 1: C1=NC(=NC(=O)N1C2C(C(C(O2)CO)O)O)N. Drug 2: C1=CC=C(C(=C1)C(C2=CC=C(C=C2)Cl)C(Cl)Cl)Cl. Cell line: ACHN. Synergy scores: CSS=0.205, Synergy_ZIP=0.382, Synergy_Bliss=-0.947, Synergy_Loewe=-10.8, Synergy_HSA=-1.70. (6) Drug 1: CC1=C(C=C(C=C1)NC(=O)C2=CC=C(C=C2)CN3CCN(CC3)C)NC4=NC=CC(=N4)C5=CN=CC=C5. Drug 2: CC1CCC2CC(C(=CC=CC=CC(CC(C(=O)C(C(C(=CC(C(=O)CC(OC(=O)C3CCCCN3C(=O)C(=O)C1(O2)O)C(C)CC4CCC(C(C4)OC)OCCO)C)C)O)OC)C)C)C)OC. Cell line: SW-620. Synergy scores: CSS=-5.69, Synergy_ZIP=1.54, Synergy_Bliss=-1.11, Synergy_Loewe=-9.31, Synergy_HSA=-5.56.